Dataset: Catalyst prediction with 721,799 reactions and 888 catalyst types from USPTO. Task: Predict which catalyst facilitates the given reaction. (1) Reactant: [OH:1][CH2:2][CH2:3][NH:4][C:5](=[O:11])[O:6][C:7]([CH3:10])([CH3:9])[CH3:8].CCN(CC)CC.[CH3:19][S:20](Cl)(=[O:22])=[O:21]. Product: [CH3:19][S:20]([O:1][CH2:2][CH2:3][NH:4][C:5]([O:6][C:7]([CH3:8])([CH3:10])[CH3:9])=[O:11])(=[O:22])=[O:21]. The catalyst class is: 2. (2) Product: [CH2:23]([S:30][CH2:2][C:3]1[CH:7]=[C:6]([C:8]2[CH:13]=[CH:12][C:11]([C:14]([F:17])([F:16])[F:15])=[CH:10][CH:9]=2)[S:5][C:4]=1[C:18]([O:20][CH2:21][CH3:22])=[O:19])[C:24]1[CH:29]=[CH:28][CH:27]=[CH:26][CH:25]=1. Reactant: Br[CH2:2][C:3]1[CH:7]=[C:6]([C:8]2[CH:13]=[CH:12][C:11]([C:14]([F:17])([F:16])[F:15])=[CH:10][CH:9]=2)[S:5][C:4]=1[C:18]([O:20][CH2:21][CH3:22])=[O:19].[CH2:23]([SH:30])[C:24]1[CH:29]=[CH:28][CH:27]=[CH:26][CH:25]=1.C(=O)([O-])[O-].[K+].[K+]. The catalyst class is: 10.